Dataset: Catalyst prediction with 721,799 reactions and 888 catalyst types from USPTO. Task: Predict which catalyst facilitates the given reaction. Reactant: C1(C)C=CC(S(O[C@H:11]([CH3:18])[CH2:12][CH2:13][O:14]C(=O)C)(=O)=O)=CC=1.[Br:20][C:21]1[CH:26]=[C:25]([Cl:27])[CH:24]=[CH:23][C:22]=1[OH:28].C(=O)([O-])[O-].[Cs+].[Cs+].C(=O)([O-])[O-].[K+].[K+]. Product: [Br:20][C:21]1[CH:26]=[C:25]([Cl:27])[CH:24]=[CH:23][C:22]=1[O:28][C@@H:11]([CH3:18])[CH2:12][CH2:13][OH:14]. The catalyst class is: 3.